Task: Predict the product of the given reaction.. Dataset: Forward reaction prediction with 1.9M reactions from USPTO patents (1976-2016) (1) Given the reactants [C:1]([O:5][C:6]([N:8]1[CH2:12][CH2:11][CH2:10][CH:9]1[C:13]1[N:14]([CH2:38][O:39][CH2:40][CH2:41][Si:42]([CH3:45])([CH3:44])[CH3:43])[C:15]([C:18]2[CH:23]=[CH:22][C:21]([C:24]3[CH:29]=[CH:28][N:27]=[C:26]([O:30]CC4C=CC=CC=4)[CH:25]=3)=[CH:20][CH:19]=2)=[CH:16][N:17]=1)=[O:7])([CH3:4])([CH3:3])[CH3:2], predict the reaction product. The product is: [C:1]([O:5][C:6]([N:8]1[CH2:12][CH2:11][CH2:10][CH:9]1[C:13]1[N:14]([CH2:38][O:39][CH2:40][CH2:41][Si:42]([CH3:45])([CH3:44])[CH3:43])[C:15]([C:18]2[CH:23]=[CH:22][C:21]([C:24]3[CH:29]=[CH:28][NH:27][C:26](=[O:30])[CH:25]=3)=[CH:20][CH:19]=2)=[CH:16][N:17]=1)=[O:7])([CH3:4])([CH3:3])[CH3:2]. (2) Given the reactants [OH:1][C:2]1[CH:11]=[C:10]2[C:5]([CH:6]=[CH:7][CH:8]=[C:9]2[N:12]2[CH2:17][CH2:16][N:15]([CH3:18])[CH2:14][CH2:13]2)=[CH:4][CH:3]=1.C(N(CC)CC)C.[S:26](O[S:26]([C:29]([F:32])([F:31])[F:30])(=[O:28])=[O:27])([C:29]([F:32])([F:31])[F:30])(=[O:28])=[O:27].[Cl-].[NH4+], predict the reaction product. The product is: [F:30][C:29]([F:32])([F:31])[S:26]([O:1][C:2]1[CH:11]=[C:10]2[C:5]([CH:6]=[CH:7][CH:8]=[C:9]2[N:12]2[CH2:17][CH2:16][N:15]([CH3:18])[CH2:14][CH2:13]2)=[CH:4][CH:3]=1)(=[O:28])=[O:27]. (3) Given the reactants CCCP1(OP(CCC)(=O)OP(CCC)(=O)O1)=O.Cl.[O:20]1[C:25]2([CH2:30][CH2:29][N:28]([C:31]([O:33][C:34]([CH3:37])([CH3:36])[CH3:35])=[O:32])[CH2:27][CH2:26]2)[CH2:24][NH:23][CH2:22][CH2:21]1.[CH3:38][C:39]1[S:40][CH:41]=[C:42]([C:44](O)=[O:45])[N:43]=1.C(N(CC)CC)C, predict the reaction product. The product is: [CH3:38][C:39]1[S:40][CH:41]=[C:42]([C:44]([N:23]2[CH2:24][C:25]3([CH2:30][CH2:29][N:28]([C:31]([O:33][C:34]([CH3:37])([CH3:36])[CH3:35])=[O:32])[CH2:27][CH2:26]3)[O:20][CH2:21][CH2:22]2)=[O:45])[N:43]=1. (4) Given the reactants [OH:1][C:2]1([C:5]2[C:13]3[CH2:12][CH2:11][CH2:10][CH2:9][C:8]=3[N:7]([CH2:14][C:15]([O:17]C(C)(C)C)=[O:16])[N:6]=2)[CH2:4][CH2:3]1.C(O)(C(F)(F)F)=O, predict the reaction product. The product is: [OH:1][C:2]1([C:5]2[C:13]3[CH2:12][CH2:11][CH2:10][CH2:9][C:8]=3[N:7]([CH2:14][C:15]([OH:17])=[O:16])[N:6]=2)[CH2:3][CH2:4]1. (5) Given the reactants [NH2:1][C:2]1[CH:11]=[C:10]2[C:5]([CH2:6][CH:7]([CH2:24][OH:25])[CH2:8][N:9]2[S:12]([C:15]2[C:16]([CH3:23])=[N:17][N:18]([CH:20]([F:22])[F:21])[CH:19]=2)(=[O:14])=[O:13])=[N:4][CH:3]=1.[CH3:26][CH:27]([C:31]([CH3:34])([CH3:33])[CH3:32])[C:28](O)=[O:29].CN(C(ON1N=NC2C=CC=NC1=2)=[N+](C)C)C.F[P-](F)(F)(F)(F)F.C(N(CC)C(C)C)(C)C, predict the reaction product. The product is: [F:22][CH:20]([F:21])[N:18]1[CH:19]=[C:15]([S:12]([N:9]2[CH2:8][C@H:7]([CH2:24][OH:25])[CH2:6][C:5]3[N:4]=[CH:3][C:2]([NH:1][C:28](=[O:29])[C@@H:27]([CH3:26])[C:31]([CH3:34])([CH3:33])[CH3:32])=[CH:11][C:10]2=3)(=[O:14])=[O:13])[C:16]([CH3:23])=[N:17]1. (6) Given the reactants [Cl:1][C:2]1[CH:3]=[CH:4][C:5]([NH:8][C:9](=[O:33])[C:10]2[CH:15]=[CH:14][CH:13]=[CH:12][C:11]=2[NH:16][C:17]([O:19][CH:20]([CH:28]2[CH2:32][CH2:31][NH:30][CH2:29]2)CC2C=CC=CC=2)=[O:18])=[N:6][CH:7]=1.ClC1C=CC(N[C:42](=O)[C:43]2[CH:48]=[CH:47][CH:46]=[CH:45][C:44]=2N)=NC=1.C(N1CCC(CO)C1)C1C=CC=CC=1, predict the reaction product. The product is: [Cl:1][C:2]1[CH:3]=[CH:4][C:5]([NH:8][C:9](=[O:33])[C:10]2[CH:15]=[CH:14][CH:13]=[CH:12][C:11]=2[NH:16][C:17]([O:19][CH2:20][CH:28]2[CH2:32][CH2:31][N:30]([CH2:42][C:43]3[CH:48]=[CH:47][CH:46]=[CH:45][CH:44]=3)[CH2:29]2)=[O:18])=[N:6][CH:7]=1. (7) Given the reactants [NH2:1][C:2]1[CH:14]=[CH:13][C:5]([C:6]([O:8][C:9]([CH3:12])([CH3:11])[CH3:10])=[O:7])=[C:4]([NH:15][C:16]2[CH:21]=[CH:20][C:19]([F:22])=[CH:18][CH:17]=2)[CH:3]=1.[S:23]1[C:27]2[CH:28]=[CH:29][CH:30]=[CH:31][C:26]=2[C:25]([C:32](Cl)=[O:33])=[CH:24]1.C(=O)([O-])O.[Na+], predict the reaction product. The product is: [S:23]1[C:27]2[CH:28]=[CH:29][CH:30]=[CH:31][C:26]=2[C:25]([C:32]([NH:1][C:2]2[CH:14]=[CH:13][C:5]([C:6]([O:8][C:9]([CH3:12])([CH3:11])[CH3:10])=[O:7])=[C:4]([NH:15][C:16]3[CH:21]=[CH:20][C:19]([F:22])=[CH:18][CH:17]=3)[CH:3]=2)=[O:33])=[CH:24]1.